Regression. Given a peptide amino acid sequence and an MHC pseudo amino acid sequence, predict their binding affinity value. This is MHC class I binding data. From a dataset of Peptide-MHC class I binding affinity with 185,985 pairs from IEDB/IMGT. (1) The peptide sequence is IAGGMLIACY. The MHC is HLA-A30:02 with pseudo-sequence HLA-A30:02. The binding affinity (normalized) is 0.442. (2) The peptide sequence is NLAAQTHLY. The MHC is HLA-A80:01 with pseudo-sequence HLA-A80:01. The binding affinity (normalized) is 1.00. (3) The peptide sequence is VIEYAKSISK. The MHC is HLA-A31:01 with pseudo-sequence HLA-A31:01. The binding affinity (normalized) is 0.142. (4) The peptide sequence is IHSDQLSKF. The MHC is HLA-A02:01 with pseudo-sequence HLA-A02:01. The binding affinity (normalized) is 0.0847. (5) The peptide sequence is PVTPVIPRV. The MHC is HLA-A02:12 with pseudo-sequence HLA-A02:12. The binding affinity (normalized) is 0.0847. (6) The peptide sequence is QLQCHQIAI. The MHC is HLA-A69:01 with pseudo-sequence HLA-A69:01. The binding affinity (normalized) is 0.207.